Dataset: Forward reaction prediction with 1.9M reactions from USPTO patents (1976-2016). Task: Predict the product of the given reaction. (1) Given the reactants [CH3:1][C:2]1([CH3:20])[CH2:7][CH2:6][CH:5]([C:8]2[S:9][C:10]3[N:11]=[C:12]([CH3:19])[N:13]=[C:14]([CH2:17][OH:18])[C:15]=3[N:16]=2)[CH2:4][CH2:3]1.CC(OI1(OC(C)=O)(OC(C)=O)OC(=O)C2C=CC=CC1=2)=O.[O-]S([O-])(=S)=O.[Na+].[Na+], predict the reaction product. The product is: [CH3:1][C:2]1([CH3:20])[CH2:3][CH2:4][CH:5]([C:8]2[S:9][C:10]3[N:11]=[C:12]([CH3:19])[N:13]=[C:14]([CH:17]=[O:18])[C:15]=3[N:16]=2)[CH2:6][CH2:7]1. (2) Given the reactants [NH:1]1[C:5]2[CH:6]=[CH:7][CH:8]=[CH:9][C:4]=2[N:3]=[C:2]1[NH:10][CH:11]1[CH2:16][CH2:15][N:14](C(OCC)=O)[CH2:13][CH2:12]1, predict the reaction product. The product is: [NH:14]1[CH2:13][CH2:12][CH:11]([NH:10][C:2]2[NH:1][C:5]3[CH:6]=[CH:7][CH:8]=[CH:9][C:4]=3[N:3]=2)[CH2:16][CH2:15]1. (3) Given the reactants [N-]=[C:2]=O.[NH2:4][C:5]1[C:6]([N+:15]([O-:17])=[O:16])=[CH:7][C:8]([I:14])=[C:9]([CH2:11][C:12]#[N:13])[CH:10]=1.ClC1C=C[C:22]([N+]([O-])=O)=[C:23](N)[CH:24]=1.ICl.C[C:32]([O-:34])=[O:33].[Na+].C(CC(OCC)=O)#N.[Li+].[Cl-].O.O=C(Cl)OC(Cl)(Cl)Cl, predict the reaction product. The product is: [C:23]([O:34][C:32](=[O:33])[NH:4][C:5]1[CH:10]=[C:9]([CH2:11][C:12]#[N:13])[C:8]([I:14])=[CH:7][C:6]=1[N+:15]([O-:17])=[O:16])([CH3:22])([CH3:24])[CH3:2]. (4) The product is: [CH3:1][C:2]1[C:6]([C:7]2[CH:8]=[C:9]([C:24]([NH2:26])=[O:25])[C:10]3[N:11]([S:35]([CH3:34])(=[O:37])=[O:36])[C:12]4[C:17]([C:18]=3[CH:19]=2)=[CH:16][CH:15]=[C:14]([C:20]([OH:23])([CH3:22])[CH3:21])[CH:13]=4)=[C:5]([CH3:27])[O:4][N:3]=1. Given the reactants [CH3:1][C:2]1[C:6]([C:7]2[CH:8]=[C:9]([C:24]([NH2:26])=[O:25])[C:10]3[NH:11][C:12]4[C:17]([C:18]=3[CH:19]=2)=[CH:16][CH:15]=[C:14]([C:20]([OH:23])([CH3:22])[CH3:21])[CH:13]=4)=[C:5]([CH3:27])[O:4][N:3]=1.CC(C)([O-])C.[K+].[CH3:34][S:35](Cl)(=[O:37])=[O:36], predict the reaction product. (5) Given the reactants [CH3:1][O:2][C:3]1[CH:28]=[C:27]([O:29][CH3:30])[CH:26]=[CH:25][C:4]=1[CH2:5][NH:6][C:7]1[C:8]2[CH:15]=[CH:14][N:13]([C@H:16]3[C@H:20]([OH:21])[C@H:19]([OH:22])[C@@H:18]([CH2:23][OH:24])[O:17]3)[C:9]=2[N:10]=[CH:11][N:12]=1.CO[C:33](OC)([CH3:35])[CH3:34].C12(CS(O)(=O)=O)C(C)(C)C(CC1)CC2=O.C(=O)(O)[O-].[Na+].CO.O.C1(C)C=CC(S(O)(=O)=O)=CC=1, predict the reaction product. The product is: [CH3:1][O:2][C:3]1[CH:28]=[C:27]([O:29][CH3:30])[CH:26]=[CH:25][C:4]=1[CH2:5][NH:6][C:7]1[C:8]2[CH:15]=[CH:14][N:13]([C@H:16]3[C@@H:20]4[O:21][C:33]([CH3:35])([CH3:34])[O:22][C@@H:19]4[C@@H:18]([CH2:23][OH:24])[O:17]3)[C:9]=2[N:10]=[CH:11][N:12]=1. (6) Given the reactants [CH2:1]([O:8][C:9]([NH:11][CH:12]1[CH2:14][C:13]1([O:20][Si](C(C)(C)C)(C)C)[C:15]([O:17][CH2:18][CH3:19])=[O:16])=[O:10])[C:2]1[CH:7]=[CH:6][CH:5]=[CH:4][CH:3]=1.F.N1C=CC=CC=1, predict the reaction product. The product is: [CH2:1]([O:8][C:9]([NH:11][CH:12]1[CH2:14][C:13]1([OH:20])[C:15]([O:17][CH2:18][CH3:19])=[O:16])=[O:10])[C:2]1[CH:3]=[CH:4][CH:5]=[CH:6][CH:7]=1.